The task is: Regression/Classification. Given a drug SMILES string, predict its absorption, distribution, metabolism, or excretion properties. Task type varies by dataset: regression for continuous measurements (e.g., permeability, clearance, half-life) or binary classification for categorical outcomes (e.g., BBB penetration, CYP inhibition). Dataset: pgp_broccatelli.. This data is from P-glycoprotein inhibition data for predicting drug efflux from Broccatelli et al.. (1) The molecule is C#C[C@]1(O)CC[C@@H]2[C@@H]3CCC4=CC(=O)CC[C@H]4[C@H]3CC[C@]21C. The result is 0 (non-inhibitor). (2) The compound is CCN(CC)CCOC(=O)c1cccc(-c2ccccc2)c1O. The result is 0 (non-inhibitor). (3) The drug is O=C(CCc1ccccc1)c1ccccc1OCCCCN1CCN(c2ccc(F)cc2)CC1. The result is 1 (inhibitor). (4) The molecule is O=C(CCc1ccccc1)c1ccc(OC[C@@H](O)CN2CCOCC2)cc1. The result is 1 (inhibitor). (5) The drug is CN1CCC[C@H](CC2c3ccccc3Sc3ccccc32)C1. The result is 1 (inhibitor). (6) The compound is O=C(O)CCC(=O)Nc1ccc(S(=O)(=O)Nc2nccs2)cc1. The result is 0 (non-inhibitor).